This data is from Reaction yield outcomes from USPTO patents with 853,638 reactions. The task is: Predict the reaction yield, written as a fraction of the theoretical maximum amount of product (1.0 means a 100% yield; for example, 0.34 means a 34% yield). (1) The reactants are [NH2:1][C:2]1[CH:7]=[C:6]([O:8][C:9]2[CH:14]=[CH:13][C:12]([NH:15]C(=O)C(C)(C)C)=[C:11]([F:22])[CH:10]=2)[CH:5]=[CH:4][N:3]=1.Cl. The catalyst is CO. The product is [NH2:15][C:12]1[CH:13]=[CH:14][C:9]([O:8][C:6]2[CH:5]=[CH:4][N:3]=[C:2]([NH2:1])[CH:7]=2)=[CH:10][C:11]=1[F:22]. The yield is 0.540. (2) The reactants are [NH2:1][C:2]1[CH:7]=[CH:6][C:5]([S:8][C:9]2[CH:24]=[CH:23][C:12]([C:13]([NH:15][C:16]3[CH:21]=[CH:20][C:19]([Br:22])=[CH:18][CH:17]=3)=[O:14])=[CH:11][C:10]=2[NH:25][C:26]2[C:27]3[CH:35]=[CH:34][C:33]([CH:36]([CH3:38])[CH3:37])=[N:32][C:28]=3[N:29]=[CH:30][N:31]=2)=[CH:4][CH:3]=1.C(OC([NH:46][CH2:47][CH2:48][C:49](O)=[O:50])=O)(C)(C)C.N(C(OC(C)(C)C)=O)[C@H](C(O)=O)CC. No catalyst specified. The product is [NH2:46][CH2:47][CH2:48][C:49]([NH:1][C:2]1[CH:7]=[CH:6][C:5]([S:8][C:9]2[CH:24]=[CH:23][C:12]([C:13]([NH:15][C:16]3[CH:17]=[CH:18][C:19]([Br:22])=[CH:20][CH:21]=3)=[O:14])=[CH:11][C:10]=2[NH:25][C:26]2[C:27]3[CH:35]=[CH:34][C:33]([CH:36]([CH3:38])[CH3:37])=[N:32][C:28]=3[N:29]=[CH:30][N:31]=2)=[CH:4][CH:3]=1)=[O:50]. The yield is 0.230. (3) The product is [C:1]([C:3]1[CH:12]=[CH:11][C:6]([C:7]([O:9][CH3:10])=[O:8])=[CH:5][C:4]=1[O:13][CH3:14])#[N:16]. The reactants are [CH:1]([C:3]1[CH:12]=[CH:11][C:6]([C:7]([O:9][CH3:10])=[O:8])=[CH:5][C:4]=1[O:13][CH3:14])=O.Cl.[NH2:16]O.O.C(=O)([O-])O.[Na+]. The catalyst is C(O)=O. The yield is 0.910. (4) The reactants are Br[C:2]1[CH:20]=[CH:19][C:5]([O:6][CH2:7][CH2:8][CH2:9][CH2:10][NH:11][C:12](=[O:18])[O:13][C:14]([CH3:17])([CH3:16])[CH3:15])=[CH:4][CH:3]=1.C([O-])(=O)C.[K+].[B:26]1([B:26]2[O:30][C:29]([CH3:32])([CH3:31])[C:28]([CH3:34])([CH3:33])[O:27]2)[O:30][C:29]([CH3:32])([CH3:31])[C:28]([CH3:34])([CH3:33])[O:27]1. The catalyst is C1C=CC(P(C2C=CC=CC=2)[C-]2C=CC=C2)=CC=1.C1C=CC(P(C2C=CC=CC=2)[C-]2C=CC=C2)=CC=1.Cl[Pd]Cl.[Fe+2].CS(C)=O. The product is [CH3:33][C:28]1([CH3:34])[C:29]([CH3:32])([CH3:31])[O:30][B:26]([C:2]2[CH:20]=[CH:19][C:5]([O:6][CH2:7][CH2:8][CH2:9][CH2:10][NH:11][C:12](=[O:18])[O:13][C:14]([CH3:17])([CH3:16])[CH3:15])=[CH:4][CH:3]=2)[O:27]1. The yield is 0.950. (5) The yield is 0.680. No catalyst specified. The product is [Br:28][C:26]1[N:27]=[C:22]([NH:1][C:2]2[CH:7]=[CH:6][C:5]([N:8]3[CH2:13][CH2:12][N:11]([C:14]([O:16][C:17]([CH3:20])([CH3:19])[CH3:18])=[O:15])[CH2:10][CH2:9]3)=[CH:4][CH:3]=2)[C:23](=[O:30])[N:24]([CH3:29])[CH:25]=1. The reactants are [NH2:1][C:2]1[CH:7]=[CH:6][C:5]([N:8]2[CH2:13][CH2:12][N:11]([C:14]([O:16][C:17]([CH3:20])([CH3:19])[CH3:18])=[O:15])[CH2:10][CH2:9]2)=[CH:4][CH:3]=1.Br[C:22]1[C:23](=[O:30])[N:24]([CH3:29])[CH:25]=[C:26]([Br:28])[N:27]=1. (6) The reactants are [C:1]([O:5][C:6]([N:8]([C@H:16]1[CH2:24][O:23][CH2:22][C@H:21]([O:25]CC2C=CC=CC=2)[C@@H:20]([O:33]CC2C=CC=CC=2)[C@H:19]([CH3:41])[O:18][C:17]1=[O:42])[C:9](=[O:15])[O:10][C:11]([CH3:14])([CH3:13])[CH3:12])=[O:7])([CH3:4])([CH3:3])[CH3:2]. The catalyst is CCOC(C)=O.[Pd]. The product is [C:11]([O:10][C:9]([N:8]([C@H:16]1[CH2:24][O:23][CH2:22][C@H:21]([OH:25])[C@@H:20]([OH:33])[C@H:19]([CH3:41])[O:18][C:17]1=[O:42])[C:6](=[O:7])[O:5][C:1]([CH3:4])([CH3:3])[CH3:2])=[O:15])([CH3:12])([CH3:13])[CH3:14]. The yield is 1.00.